From a dataset of Rat liver microsome stability data. Regression/Classification. Given a drug SMILES string, predict its absorption, distribution, metabolism, or excretion properties. Task type varies by dataset: regression for continuous measurements (e.g., permeability, clearance, half-life) or binary classification for categorical outcomes (e.g., BBB penetration, CYP inhibition). Dataset: rlm. (1) The drug is O=C(Nc1ccc(S(=O)(=O)Nc2nccs2)cc1)c1nc[nH]n1. The result is 0 (unstable in rat liver microsomes). (2) The molecule is O=C(Nc1cccc(Cc2ccccc2)n1)c1ccc(-c2cccc([N+](=O)[O-])c2)o1. The result is 1 (stable in rat liver microsomes). (3) The compound is CN(C)CC[C@@H](c1ccc(Cl)cc1)c1ccccn1. The result is 1 (stable in rat liver microsomes). (4) The molecule is O=S(=O)(Nc1ccc(N2CCNCC2)cc1)c1ccc(NCc2ccc(Br)cc2O)cc1. The result is 0 (unstable in rat liver microsomes).